Task: Predict which catalyst facilitates the given reaction.. Dataset: Catalyst prediction with 721,799 reactions and 888 catalyst types from USPTO (1) Reactant: [N:1]1([C:6]2[CH:24]=[CH:23][C:9]([O:10][CH2:11][C:12]3[N:13]=[C:14]([CH:17]4[CH2:22][CH2:21][NH:20][CH2:19][CH2:18]4)[S:15][CH:16]=3)=[CH:8][CH:7]=2)[CH:5]=[N:4][N:3]=[N:2]1.Cl.[N:26]1([C:31](N)=[NH:32])C=CC=N1.C(N(CC)CC)C. Product: [N:1]1([C:6]2[CH:7]=[CH:8][C:9]([O:10][CH2:11][C:12]3[N:13]=[C:14]([CH:17]4[CH2:18][CH2:19][N:20]([C:31]([NH2:32])=[NH:26])[CH2:21][CH2:22]4)[S:15][CH:16]=3)=[CH:23][CH:24]=2)[CH:5]=[N:4][N:3]=[N:2]1. The catalyst class is: 3. (2) Reactant: [F-].C([N+](CCCC)(CCCC)CCCC)CCC.C(N)CN.[CH2:23]([N:25]1[C:33]2[C:28](=[C:29]([O:43]COCC[Si](C)(C)C)[CH:30]=[C:31]([CH2:34][C:35]3[C:36]([NH2:42])=[N:37][C:38]([NH2:41])=[N:39][CH:40]=3)[CH:32]=2)[CH:27]=[CH:26]1)[CH3:24]. Product: [NH2:41][C:38]1[N:37]=[C:36]([NH2:42])[C:35]([CH2:34][C:31]2[CH:30]=[C:29]([OH:43])[C:28]3[CH:27]=[CH:26][N:25]([CH2:23][CH3:24])[C:33]=3[CH:32]=2)=[CH:40][N:39]=1. The catalyst class is: 869. (3) Reactant: [C:1]1([C:7]2[CH:8]=[C:9]([CH:12]=[O:13])[S:10][CH:11]=2)[CH2:6][CH2:5][CH2:4][CH2:3][CH:2]=1. Product: [CH:1]1([C:7]2[CH:8]=[C:9]([CH:12]=[O:13])[S:10][CH:11]=2)[CH2:2][CH2:3][CH2:4][CH2:5][CH2:6]1. The catalyst class is: 43. (4) Reactant: [CH2:1]([O:8][CH2:9][CH2:10][O:11][CH:12]([CH3:15])[CH2:13]O)[C:2]1[CH:7]=[CH:6][CH:5]=[CH:4][CH:3]=1.CS(Cl)(=O)=O.C(N(CC)CC)C.[N-:28]=[N+:29]=[N-:30].[Na+]. Product: [N:28]([CH2:13][CH:12]([CH3:15])[O:11][CH2:10][CH2:9][O:8][CH2:1][C:2]1[CH:7]=[CH:6][CH:5]=[CH:4][CH:3]=1)=[N+:29]=[N-:30]. The catalyst class is: 42. (5) Reactant: [Cl:1][C:2]1[CH:45]=[CH:44][C:5]([O:6][C:7]2[CH:12]=[CH:11][C:10]([N:13]3[CH:17]=[C:16]([C:18]4[CH:39]=[CH:38][C:21]([O:22][CH2:23][C:24]([N:26]5[CH2:31][CH2:30][N:29]([C:32]6[CH:37]=[CH:36][N:35]=[CH:34][CH:33]=6)[CH2:28][CH2:27]5)=O)=[CH:20][CH:19]=4)[N:15]=[C:14]3[CH2:40][CH:41]([CH3:43])[CH3:42])=[CH:9][CH:8]=2)=[CH:4][CH:3]=1.B.C1COCC1. Product: [Cl:1][C:2]1[CH:3]=[CH:4][C:5]([O:6][C:7]2[CH:12]=[CH:11][C:10]([N:13]3[CH:17]=[C:16]([C:18]4[CH:39]=[CH:38][C:21]([O:22][CH2:23][CH2:24][N:26]5[CH2:27][CH2:28][N:29]([C:32]6[CH:37]=[CH:36][N:35]=[CH:34][CH:33]=6)[CH2:30][CH2:31]5)=[CH:20][CH:19]=4)[N:15]=[C:14]3[CH2:40][CH:41]([CH3:42])[CH3:43])=[CH:9][CH:8]=2)=[CH:44][CH:45]=1. The catalyst class is: 1.